Dataset: hERG potassium channel inhibition data for cardiac toxicity prediction from Karim et al.. Task: Regression/Classification. Given a drug SMILES string, predict its toxicity properties. Task type varies by dataset: regression for continuous values (e.g., LD50, hERG inhibition percentage) or binary classification for toxic/non-toxic outcomes (e.g., AMES mutagenicity, cardiotoxicity, hepatotoxicity). Dataset: herg_karim. (1) The compound is CN1CCN(Cc2ccc(NC(=O)Nc3ccc(Oc4cc(NC(=O)C5CC5)ncn4)cc3)cc2C(F)(F)F)CC1. The result is 0 (non-blocker). (2) The drug is C=CC(=O)N1CCc2ccc(-n3c(=O)ccc4cnc5ccc(-c6cnn(C)c6)cc5c43)cc21. The result is 0 (non-blocker). (3) The compound is NC(=O)n1nc(NCC(=O)NC2CN([C@H]3CC[C@H](c4ccc5c(c4)OCO5)CC3)C2)c2cc(C(F)(F)F)ccc21. The result is 0 (non-blocker). (4) The compound is CN(C)c1ccc(C(=O)NCCCCCCC(=O)NO)cc1. The result is 0 (non-blocker). (5) The drug is O=C(NCC1CCN(Cc2cccc(C(F)(F)F)c2)CC1)c1cc(Cl)cc(Cl)c1. The result is 1 (blocker).